From a dataset of Catalyst prediction with 721,799 reactions and 888 catalyst types from USPTO. Predict which catalyst facilitates the given reaction. (1) Reactant: Cl[C:2]1[C:7]([C:8]([N:10]([CH2:32][CH:33]([CH3:35])[CH3:34])[C@H:11]2[CH2:16][C@@H:15]([C:17]([N:19]3[CH2:24][CH2:23][O:22][CH2:21][CH2:20]3)=[O:18])[CH2:14][N:13](C(OC(C)(C)C)=O)[CH2:12]2)=[O:9])=[CH:6][CH:5]=[C:4]([C:36]([F:39])([F:38])[F:37])[N:3]=1.C(N(C(C)C)CC)(C)C.[CH3:49][O:50][CH2:51][CH2:52][CH2:53][NH2:54]. Product: [CH3:49][O:50][CH2:51][CH2:52][CH2:53][NH:54][C:2]1[C:7]([C:8]([N:10]([CH2:32][CH:33]([CH3:34])[CH3:35])[C@H:11]2[CH2:16][C@@H:15]([C:17]([N:19]3[CH2:20][CH2:21][O:22][CH2:23][CH2:24]3)=[O:18])[CH2:14][NH:13][CH2:12]2)=[O:9])=[CH:6][CH:5]=[C:4]([C:36]([F:38])([F:37])[F:39])[N:3]=1. The catalyst class is: 41. (2) Reactant: [N:1]1[CH:6]=[CH:5][CH:4]=[C:3]([C:7]2([C:11]3[S:12][CH:13]=[C:14]([C:16](OCC)=[O:17])[N:15]=3)[CH2:10][CH2:9][CH2:8]2)[CH:2]=1.[Li+].[BH4-].CO. Product: [N:1]1[CH:6]=[CH:5][CH:4]=[C:3]([C:7]2([C:11]3[S:12][CH:13]=[C:14]([CH2:16][OH:17])[N:15]=3)[CH2:10][CH2:9][CH2:8]2)[CH:2]=1. The catalyst class is: 1. (3) Reactant: [F:1][C:2]1[C:10]([C:11]#[C:12][CH2:13][CH2:14]O)=[CH:9][CH:8]=[C:7]2[C:3]=1[CH:4]=[N:5][N:6]2[CH:16]1[CH2:21][CH2:20][CH2:19][CH2:18][O:17]1.[B-](F)(F)(F)[F:23].CCN([S+](F)F)CC.C([O-])(O)=O.[Na+]. Product: [F:1][C:2]1[C:10]([C:11]#[C:12][CH2:13][CH2:14][F:23])=[CH:9][CH:8]=[C:7]2[C:3]=1[CH:4]=[N:5][N:6]2[CH:16]1[CH2:21][CH2:20][CH2:19][CH2:18][O:17]1. The catalyst class is: 4. (4) Reactant: [OH:1][C:2]1[CH:11]=[C:10]([O:12][CH3:13])[CH:9]=[CH:8][C:3]=1[C:4]([O:6]C)=[O:5].[Cl:14]CCl. Product: [Cl:14][C:9]1[C:10]([O:12][CH3:13])=[CH:11][C:2]([OH:1])=[C:3]([CH:8]=1)[C:4]([OH:6])=[O:5]. The catalyst class is: 209. (5) Reactant: C(OC(=O)[NH:7][CH:8]([CH2:21][C:22]1[C:30]2[C:25](=[CH:26][CH:27]=[CH:28][CH:29]=2)[NH:24][CH:23]=1)[C:9]([N:11]1[CH2:20][CH2:19][C:18]2[C:13](=[CH:14][CH:15]=[CH:16][CH:17]=2)[CH2:12]1)=[O:10])(C)(C)C.FC(F)(F)C(O)=O. Product: [NH2:7][CH:8]([CH2:21][C:22]1[C:30]2[C:25](=[CH:26][CH:27]=[CH:28][CH:29]=2)[NH:24][CH:23]=1)[C:9]([N:11]1[CH2:20][CH2:19][C:18]2[C:13](=[CH:14][CH:15]=[CH:16][CH:17]=2)[CH2:12]1)=[O:10]. The catalyst class is: 2. (6) Reactant: [CH3:1][NH:2][C:3]([C:5]1[C:14]2[C:9](=[CH:10][CH:11]=[CH:12][C:13]=2[NH2:15])[CH:8]=[CH:7][CH:6]=1)=[O:4].N1C=CC=CC=1.[S:22]1[CH:26]=[CH:25][CH:24]=[C:23]1[C:27](Cl)=[O:28]. Product: [CH3:1][NH:2][C:3]([C:5]1[C:14]2[C:9](=[CH:10][CH:11]=[CH:12][C:13]=2[NH:15][C:27]([C:23]2[S:22][CH:26]=[CH:25][CH:24]=2)=[O:28])[CH:8]=[CH:7][CH:6]=1)=[O:4]. The catalyst class is: 4. (7) The catalyst class is: 11. Reactant: [OH:1][C:2]1[CH:3]=[C:4]([CH:7]=[C:8]([N+:11]([O-:13])=[O:12])[C:9]=1O)[CH:5]=O.[ClH:14].[NH2:15]O.C1(C)C=CC(CS(O)(=O)=O)=CC=1.S([O-])([O-])(=O)=O.[Mg+2]. Product: [Cl:14][C:9]1[C:8]([N+:11]([O-:13])=[O:12])=[CH:7][C:4]([C:5]#[N:15])=[CH:3][C:2]=1[OH:1]. (8) Reactant: Br[C:2]1[CH:8]=[C:7]([Cl:9])[CH:6]=[C:5]([Br:10])[C:3]=1[NH2:4].C([Li])CCC.CCCCCC.[CH:22](=[O:24])[CH3:23].Cl. Product: [NH2:4][C:3]1[C:5]([Br:10])=[CH:6][C:7]([Cl:9])=[CH:8][C:2]=1[CH:22]([OH:24])[CH3:23]. The catalyst class is: 1.